Dataset: Full USPTO retrosynthesis dataset with 1.9M reactions from patents (1976-2016). Task: Predict the reactants needed to synthesize the given product. (1) Given the product [Cl:1][C:2]1[CH:3]=[C:4]([NH:9][C:10]2[C:19]3[C:14](=[C:15]([OH:23])[CH:16]=[C:17]([N+:20]([O-:22])=[O:21])[CH:18]=3)[N:13]=[CH:12][C:11]=2[C:25]#[N:26])[CH:5]=[CH:6][C:7]=1[F:8], predict the reactants needed to synthesize it. The reactants are: [Cl:1][C:2]1[CH:3]=[C:4]([NH:9][C:10]2[C:19]3[C:14](=[C:15]([O:23]C)[CH:16]=[C:17]([N+:20]([O-:22])=[O:21])[CH:18]=3)[N:13]=[CH:12][C:11]=2[C:25]#[N:26])[CH:5]=[CH:6][C:7]=1[F:8].Cl.N1C=CC=CC=1. (2) Given the product [CH3:1][O:2][C:3]1[CH:4]=[CH:5][C:6]([CH2:7][N:8]([C:23]2[S:27][N:26]=[CH:25][N:24]=2)[S:9]([C:12]2[CH:13]=[CH:14][C:15]3[NH:20][CH2:19][CH2:18][O:17][C:16]=3[CH:22]=2)(=[O:11])=[O:10])=[CH:28][CH:29]=1, predict the reactants needed to synthesize it. The reactants are: [CH3:1][O:2][C:3]1[CH:29]=[CH:28][C:6]([CH2:7][N:8]([C:23]2[S:27][N:26]=[CH:25][N:24]=2)[S:9]([C:12]2[CH:13]=[CH:14][C:15]3[NH:20][C:19](=O)[CH2:18][O:17][C:16]=3[CH:22]=2)(=[O:11])=[O:10])=[CH:5][CH:4]=1. (3) Given the product [CH3:1][CH:2]1[NH:7][CH2:6][CH:5]([C:8]([O:10][CH2:14][CH3:15])=[O:9])[CH2:4][CH2:3]1, predict the reactants needed to synthesize it. The reactants are: [CH3:1][CH:2]1[NH:7][CH2:6][CH:5]([C:8]([OH:10])=[O:9])[CH2:4][CH2:3]1.Cl.[OH-].[Na+].[CH3:14][CH2:15]O. (4) Given the product [Br:1][C:2]1[C:3]([CH3:22])=[C:4]([N:8]2[C:17](=[O:18])[C:16]3[C:11](=[CH:12][C:13]([O:19][CH3:20])=[CH:14][CH:15]=3)[N:10]([CH3:25])[C:9]2=[O:21])[CH:5]=[CH:6][CH:7]=1, predict the reactants needed to synthesize it. The reactants are: [Br:1][C:2]1[C:3]([CH3:22])=[C:4]([N:8]2[C:17](=[O:18])[C:16]3[C:11](=[CH:12][C:13]([O:19][CH3:20])=[CH:14][CH:15]=3)[NH:10][C:9]2=[O:21])[CH:5]=[CH:6][CH:7]=1.IC.[C:25]([O-])([O-])=O.[Cs+].[Cs+]. (5) Given the product [C:16]1([CH2:15][CH2:14][CH2:13][CH2:12][CH2:11][CH2:10][C:9]([C:22]2[O:23][C:24]([C:27]3[CH:36]=[CH:35][CH:34]=[CH:33][C:28]=3[C:29]([O:31][CH3:32])=[O:30])=[CH:25][N:26]=2)=[O:8])[CH:17]=[CH:18][CH:19]=[CH:20][CH:21]=1, predict the reactants needed to synthesize it. The reactants are: [Si]([O:8][CH:9]([C:22]1[O:23][C:24]([C:27]2[CH:36]=[CH:35][CH:34]=[CH:33][C:28]=2[C:29]([O:31][CH3:32])=[O:30])=[CH:25][N:26]=1)[CH2:10][CH2:11][CH2:12][CH2:13][CH2:14][CH2:15][C:16]1[CH:21]=[CH:20][CH:19]=[CH:18][CH:17]=1)(C(C)(C)C)(C)C.[Si](OC(C1OC([Sn](CCCC)(CCCC)CCCC)=CN=1)CCCCCCC1C=CC=CC=1)(C(C)(C)C)(C)C.IC1C=CC=CC=1C(OC)=O. (6) Given the product [CH3:6][N:7]([CH:8]([C:12]1[CH:13]=[N:14][CH:15]=[CH:16][C:17]=1[C:18]([F:19])([F:21])[F:20])[CH:9]([CH3:11])[CH3:10])[C:2](=[O:1])[CH2:3][CH2:4][CH3:5], predict the reactants needed to synthesize it. The reactants are: [O:1]1[CH2:5][CH2:4][CH2:3][CH2:2]1.[CH3:6][NH:7][CH:8]([C:12]1[CH:13]=[N:14][CH:15]=[CH:16][C:17]=1[C:18]([F:21])([F:20])[F:19])[CH:9]([CH3:11])[CH3:10].C(Cl)(=O)CCC.